This data is from Peptide-MHC class II binding affinity with 134,281 pairs from IEDB. The task is: Regression. Given a peptide amino acid sequence and an MHC pseudo amino acid sequence, predict their binding affinity value. This is MHC class II binding data. (1) The peptide sequence is KAVEAYLVAHPDLYK. The MHC is DRB3_0101 with pseudo-sequence DRB3_0101. The binding affinity (normalized) is 0.482. (2) The peptide sequence is LSAEYAAVADELIGL. The MHC is DRB1_0701 with pseudo-sequence DRB1_0701. The binding affinity (normalized) is 0.192. (3) The peptide sequence is VAKLFKDYSSVVRPV. The MHC is DRB1_1101 with pseudo-sequence DRB1_1101. The binding affinity (normalized) is 0.645. (4) The peptide sequence is EVYEARLTKFKYLAG. The MHC is DRB5_0101 with pseudo-sequence DRB5_0101. The binding affinity (normalized) is 0.663. (5) The peptide sequence is LLISDPQGQFRLKGV. The MHC is DRB1_0101 with pseudo-sequence DRB1_0101. The binding affinity (normalized) is 0.754. (6) The peptide sequence is WDKFLANVSTVLTGK. The MHC is DRB1_0101 with pseudo-sequence DRB1_0101. The binding affinity (normalized) is 0.804. (7) The peptide sequence is FTVVAAKPGFNNHEENGQSA. The MHC is DRB1_0101 with pseudo-sequence DRB1_0101. The binding affinity (normalized) is 0.686. (8) The peptide sequence is SKLKAEATTDGLGWY. The MHC is HLA-DPA10201-DPB11401 with pseudo-sequence HLA-DPA10201-DPB11401. The binding affinity (normalized) is 0.0311.